Task: Predict which catalyst facilitates the given reaction.. Dataset: Catalyst prediction with 721,799 reactions and 888 catalyst types from USPTO (1) Reactant: N1([C:6](N2C=CN=C2)=[O:7])C=CN=C1.[CH:13]1([CH2:17][OH:18])[CH2:16][CH2:15][CH2:14]1.Cl.[F:20][C:21]1[CH:26]=[C:25]([S:27]([CH3:30])(=[O:29])=[O:28])[CH:24]=[CH:23][C:22]=1[N:31]1[C:35]2=[N:36][CH:37]=[N:38][C:39]([S:40][CH:41]3[CH2:46][CH2:45][NH:44][CH2:43][CH2:42]3)=[C:34]2[CH:33]=[N:32]1.C(N(CC)CC)C. Product: [CH:13]1([CH2:17][O:18][C:6]([N:44]2[CH2:43][CH2:42][CH:41]([S:40][C:39]3[N:38]=[CH:37][N:36]=[C:35]4[N:31]([C:22]5[CH:23]=[CH:24][C:25]([S:27]([CH3:30])(=[O:29])=[O:28])=[CH:26][C:21]=5[F:20])[N:32]=[CH:33][C:34]=34)[CH2:46][CH2:45]2)=[O:7])[CH2:16][CH2:15][CH2:14]1. The catalyst class is: 16. (2) Product: [Cl:10][C:11]1[CH:39]=[CH:38][C:14]([CH2:15][NH:16][C:17]([C:19]2[C:20](=[O:37])[C:21]3[S:34][C:33]([CH2:35][N:47]([CH2:46][CH:45]([C:41]4[O:40][CH:44]=[CH:43][CH:42]=4)[OH:49])[CH3:48])=[CH:32][C:22]=3[N:23]([CH2:25][C:26]([N:28]([O:30][CH3:31])[CH3:29])=[O:27])[CH:24]=2)=[O:18])=[CH:13][CH:12]=1. Reactant: C(N(C(C)C)CC)(C)C.[Cl:10][C:11]1[CH:39]=[CH:38][C:14]([CH2:15][NH:16][C:17]([C:19]2[C:20](=[O:37])[C:21]3[S:34][C:33]([CH2:35]Cl)=[CH:32][C:22]=3[N:23]([CH2:25][C:26]([N:28]([O:30][CH3:31])[CH3:29])=[O:27])[CH:24]=2)=[O:18])=[CH:13][CH:12]=1.[O:40]1[CH:44]=[CH:43][CH:42]=[C:41]1[CH:45]([OH:49])[CH2:46][NH:47][CH3:48].O. The catalyst class is: 3. (3) Reactant: [CH3:1][C:2](=[O:7])[CH2:3][C:4](=[O:6])[CH3:5].[OH:8][C:9]1[CH:16]=[CH:15][C:12]([CH:13]=O)=[CH:11][CH:10]=1.B([O:18][CH2:19][CH2:20][CH2:21]C)([O:18][CH2:19][CH2:20][CH2:21]C)[O:18][CH2:19][CH2:20][CH2:21]C.[CH2:33](N)[CH2:34][CH2:35][CH3:36].Cl. Product: [OH:8][C:9]1[CH:16]=[CH:15][C:12]([CH:13]=[CH:1][C:2](=[O:7])[CH2:3][C:4](=[O:6])[CH:5]=[CH:36][C:35]2[CH:21]=[CH:20][C:19]([OH:18])=[CH:33][CH:34]=2)=[CH:11][CH:10]=1. The catalyst class is: 13. (4) Reactant: [C:1](#[N:5])[CH2:2][C:3]#[N:4].[CH3:6][C:7]([CH2:9][OH:10])=O.C(N(CC)CC)C. Product: [NH2:4][C:3]1[O:10][CH:9]=[C:7]([CH3:6])[C:2]=1[C:1]#[N:5]. The catalyst class is: 5. (5) Reactant: C([O:8][C:9]1[CH:18]=[C:17]2[C:12]([C:13]([O:19][C:20]3[C:21]([C:28]4[CH:33]=[CH:32][CH:31]=[C:30]([CH3:34])[N:29]=4)=[N:22][C:23]([CH3:27])=[C:24]([CH3:26])[CH:25]=3)=[CH:14][CH:15]=[N:16]2)=[CH:11][C:10]=1[O:35][CH3:36])C1C=CC=CC=1.CS(O)(=O)=O. Product: [CH3:36][O:35][C:10]1[CH:11]=[C:12]2[C:17](=[CH:18][C:9]=1[OH:8])[N:16]=[CH:15][CH:14]=[C:13]2[O:19][C:20]1[C:21]([C:28]2[CH:33]=[CH:32][CH:31]=[C:30]([CH3:34])[N:29]=2)=[N:22][C:23]([CH3:27])=[C:24]([CH3:26])[CH:25]=1. The catalyst class is: 55. (6) Reactant: [Br:1][C:2]1[CH:10]=[C:9]2[C:5]([CH2:6][C:7](=[O:18])[N:8]2[C:11]([O:13][C:14]([CH3:17])([CH3:16])[CH3:15])=[O:12])=[CH:4][CH:3]=1.[C:19]([O-:22])([O-])=O.[K+].[K+].C=O.[C:27]([O-])(O)=[O:28].[Na+]. The catalyst class is: 1. Product: [Br:1][C:2]1[CH:10]=[C:9]2[C:5]([C:6]([CH2:19][OH:22])([CH2:27][OH:28])[C:7](=[O:18])[N:8]2[C:11]([O:13][C:14]([CH3:15])([CH3:17])[CH3:16])=[O:12])=[CH:4][CH:3]=1. (7) Reactant: [OH:1]O.[N+:3]1([O-:17])[C:8]2[CH:9]=[C:10]3[CH2:15][CH2:14][O:13][C:11]3=[CH:12][C:7]=2[N:6]=[C:5]([NH2:16])[N:4]=1. Product: [N+:3]1([O-:17])[C:8]2[CH:9]=[C:10]3[CH2:15][CH2:14][O:13][C:11]3=[CH:12][C:7]=2[N+:6]([O-:1])=[C:5]([NH2:16])[N:4]=1. The catalyst class is: 52. (8) Product: [F:1][C:2]1[CH:8]=[C:7]([O:9][CH3:10])[CH:6]=[CH:5][C:3]=1[NH:4][CH:14]=[C:15]([C:16]([O:18][CH2:19][CH3:20])=[O:17])[C:21]([O:23][CH2:24][CH3:25])=[O:22]. Reactant: [F:1][C:2]1[CH:8]=[C:7]([O:9][CH3:10])[CH:6]=[CH:5][C:3]=1[NH2:4].C(O[CH:14]=[C:15]([C:21]([O:23][CH2:24][CH3:25])=[O:22])[C:16]([O:18][CH2:19][CH3:20])=[O:17])C. The catalyst class is: 11. (9) Product: [NH2:9][C@H:10]1[CH2:15][CH2:14][O:13][CH2:12][C@H:11]1[C:16]([O:18][CH2:19][CH3:20])=[O:17]. Reactant: C1([C@@H]([NH:9][C@H:10]2[CH2:15][CH2:14][O:13][CH2:12][C@H:11]2[C:16]([O:18][CH2:19][CH3:20])=[O:17])C)C=CC=CC=1. The catalyst class is: 50.